From a dataset of Forward reaction prediction with 1.9M reactions from USPTO patents (1976-2016). Predict the product of the given reaction. (1) Given the reactants [CH2:1]([O:5][CH2:6][CH:7]=[N:8][OH:9])[CH2:2][CH:3]=[CH2:4].C(OC[C@@H]1OCC2=NOC[C@@H]2C1)C1C=CC=CC=1, predict the reaction product. The product is: [N:8]1[O:9][CH2:4][CH:3]2[CH2:2][CH2:1][O:5][CH2:6][C:7]=12. (2) Given the reactants C(=O)([O-])[O-].[K+].[K+].Cl.[CH3:8][O:9][NH2:10].[C:11](Cl)(=[O:20])[CH2:12][CH2:13][CH2:14][CH2:15][CH2:16][CH2:17][CH2:18][CH3:19], predict the reaction product. The product is: [CH3:8][O:9][NH:10][C:11](=[O:20])[CH2:12][CH2:13][CH2:14][CH2:15][CH2:16][CH2:17][CH2:18][CH3:19].